This data is from Catalyst prediction with 721,799 reactions and 888 catalyst types from USPTO. The task is: Predict which catalyst facilitates the given reaction. (1) The catalyst class is: 7. Product: [Cl:59][C:54]1[CH:55]=[CH:56][CH:57]=[CH:58][C:53]=1[N:50]1[C:46]2[N:47]=[CH:48][N:49]=[C:44]([O:43][C@@H:32]([CH2:31][N:29]3[CH2:30][CH:27]([OH:26])[CH2:28]3)[C:33]([NH:35][C:36]3[CH:41]=[CH:40][C:39]([F:42])=[CH:38][N:37]=3)=[O:34])[C:45]=2[CH:52]=[N:51]1. Reactant: [F-].C([N+](CCCC)(CCCC)CCCC)CCC.[Si]([O:26][CH:27]1[CH2:30][N:29]([CH2:31][C@H:32]([O:43][C:44]2[N:49]=[CH:48][N:47]=[C:46]3[N:50]([C:53]4[CH:58]=[CH:57][CH:56]=[CH:55][C:54]=4[Cl:59])[N:51]=[CH:52][C:45]=23)[C:33]([NH:35][C:36]2[CH:41]=[CH:40][C:39]([F:42])=[CH:38][N:37]=2)=[O:34])[CH2:28]1)(C(C)(C)C)(C)C. (2) Reactant: CC([O-])(C)C.[K+].[NH2:7][C:8]1[CH:13]=[CH:12][C:11]([C:14]([N:16]2[CH2:21][CH2:20][N:19]([CH3:22])[CH2:18][CH2:17]2)=[O:15])=[CH:10][CH:9]=1.[Br:23][C:24]1[CH:25]=[CH:26][C:27](F)=[C:28]([CH:31]=1)[C:29]#[N:30]. Product: [Br:23][C:24]1[CH:25]=[CH:26][C:27]([NH:7][C:8]2[CH:9]=[CH:10][C:11]([C:14]([N:16]3[CH2:17][CH2:18][N:19]([CH3:22])[CH2:20][CH2:21]3)=[O:15])=[CH:12][CH:13]=2)=[C:28]([CH:31]=1)[C:29]#[N:30]. The catalyst class is: 633. (3) Reactant: [CH2:1]([O:8][C:9]1[C:10]([F:22])=[C:11]([CH2:18][C:19](=O)[CH3:20])[C:12]([N+:15]([O-])=O)=[CH:13][CH:14]=1)[C:2]1[CH:7]=[CH:6][CH:5]=[CH:4][CH:3]=1.NN. Product: [CH2:1]([O:8][C:9]1[C:10]([F:22])=[C:11]2[C:12](=[CH:13][CH:14]=1)[NH:15][C:19]([CH3:20])=[CH:18]2)[C:2]1[CH:7]=[CH:6][CH:5]=[CH:4][CH:3]=1. The catalyst class is: 227. (4) Reactant: Br[C:2]1[CH:3]=[CH:4][C:5]([NH2:8])=[N:6][CH:7]=1.[OH:9][C:10]1[CH:11]=[C:12]([CH:17]=[CH:18][CH:19]=1)[C:13]([O:15][CH3:16])=[O:14].CN(C)CC(O)=O.C([O-])([O-])=O.[Cs+].[Cs+]. Product: [NH2:8][C:5]1[N:6]=[CH:7][C:2]([O:9][C:10]2[CH:11]=[C:12]([CH:17]=[CH:18][CH:19]=2)[C:13]([O:15][CH3:16])=[O:14])=[CH:3][CH:4]=1. The catalyst class is: 185. (5) Reactant: [CH3:1][C:2]1[CH:12]=[CH:11][CH:10]=[CH:9][C:3]=1[CH2:4][CH2:5][C:6](O)=[O:7].[H-].[Al+3].[Li+].[H-].[H-].[H-]. Product: [C:2]1([CH3:1])[CH:12]=[CH:11][CH:10]=[CH:9][C:3]=1[CH2:4][CH2:5][CH2:6][OH:7]. The catalyst class is: 7. (6) Reactant: [H-].[Na+].[F:3][C:4]1[CH:9]=[CH:8][C:7]([C:10]([OH:13])([CH3:12])[CH3:11])=[CH:6][CH:5]=1.[CH2:14](Br)[CH:15]=[CH2:16]. Product: [CH2:16]([O:13][C:10]([C:7]1[CH:6]=[CH:5][C:4]([F:3])=[CH:9][CH:8]=1)([CH3:11])[CH3:12])[CH:15]=[CH2:14]. The catalyst class is: 7.